Dataset: Forward reaction prediction with 1.9M reactions from USPTO patents (1976-2016). Task: Predict the product of the given reaction. Given the reactants Br[C:2]1[CH:3]=[C:4]2[CH:10]=[CH:9][NH:8][C:5]2=[N:6][CH:7]=1.[CH3:11][N:12]1[CH:16]=[C:15](B2OC(C)(C)C(C)(C)O2)[CH:14]=[N:13]1, predict the reaction product. The product is: [CH3:11][N:12]1[CH:16]=[C:15]([C:2]2[CH:3]=[C:4]3[CH:10]=[CH:9][NH:8][C:5]3=[N:6][CH:7]=2)[CH:14]=[N:13]1.